The task is: Predict which catalyst facilitates the given reaction.. This data is from Catalyst prediction with 721,799 reactions and 888 catalyst types from USPTO. (1) Reactant: [CH3:1][CH2:2][CH2:3][CH2:4][CH:5]([C:8]([OH:10])=[O:9])[CH2:6]C.[C:11](O[CH2:16][CH:17]([CH2:22]C)[CH2:18][CH2:19][CH2:20]C)(=O)C=C.[C:24](=O)([O-])[O-].[Cs+].[Cs+]. Product: [CH3:11][C:8]([CH3:5])=[O:10].[CH2:18]([C:19]([CH3:20])=[O:9])[CH:17]([CH3:22])[CH3:16].[CH2:5]([C:8]([CH3:24])=[O:10])[CH3:6].[C:8]1(=[O:10])[CH2:1][CH2:2][CH2:3][CH2:4][CH2:5]1. The catalyst class is: 10. (2) Reactant: [CH2:1]([C:3]1([C:15]2[CH:16]=[C:17]([NH2:21])[CH:18]=[CH:19][CH:20]=2)[CH:8]2[CH:4]1[CH2:5][N:6]([CH2:9][CH2:10][CH2:11][CH2:12][CH2:13][CH3:14])[CH2:7]2)[CH3:2].[CH3:22][S:23](Cl)(=[O:25])=[O:24]. Product: [CH2:1]([C:3]1([C:15]2[CH:16]=[C:17]([NH:21][S:23]([CH3:22])(=[O:25])=[O:24])[CH:18]=[CH:19][CH:20]=2)[CH:8]2[CH:4]1[CH2:5][N:6]([CH2:9][CH2:10][CH2:11][CH2:12][CH2:13][CH3:14])[CH2:7]2)[CH3:2]. The catalyst class is: 17. (3) Reactant: [C:1](/[C:3](/[CH3:11])=[C:4](\[O-])/[C:5]([O:7][CH2:8][CH3:9])=[O:6])#[N:2].[K+].FC(F)(F)C(O)=O.Cl.Cl.[CH2:22]([O:24][C:25]1[CH:33]=[C:32]([F:34])[C:28]([CH2:29][NH:30][NH2:31])=[C:27]([F:35])[CH:26]=1)[CH3:23]. Product: [NH2:2][C:1]1[N:30]([CH2:29][C:28]2[C:27]([F:35])=[CH:26][C:25]([O:24][CH2:22][CH3:23])=[CH:33][C:32]=2[F:34])[N:31]=[C:4]([C:5]([O:7][CH2:8][CH3:9])=[O:6])[C:3]=1[CH3:11]. The catalyst class is: 12. (4) Reactant: C([O:5][C:6](=O)[NH:7][CH2:8][CH2:9][CH2:10][N:11]1[C:19]2[C:14](=[CH:15][CH:16]=[CH:17][CH:18]=2)[C:13]([CH:20]=[O:21])=[CH:12]1)(C)(C)C.Cl.[CH2:24](N(CC)CC)C.C(Cl)(=O)C. Product: [CH:20]([C:13]1[C:14]2[C:19](=[CH:18][CH:17]=[CH:16][CH:15]=2)[N:11]([CH2:10][CH2:9][CH2:8][NH:7][C:6](=[O:5])[CH3:24])[CH:12]=1)=[O:21]. The catalyst class is: 4. (5) Reactant: [C:1]([O:5][C:6](=[O:21])[NH:7][C@@H:8]1[C@@H:12]([C:13]2[CH:18]=[C:17]([F:19])[CH:16]=[CH:15][C:14]=2[F:20])[CH2:11][NH:10][CH2:9]1)([CH3:4])([CH3:3])[CH3:2].[Br:22][C:23]1[CH:24]=[N:25][C:26](Cl)=[N:27][CH:28]=1.C1CCN2C(=NCCC2)CC1. Product: [C:1]([O:5][C:6](=[O:21])[NH:7][C@@H:8]1[C@@H:12]([C:13]2[CH:18]=[C:17]([F:19])[CH:16]=[CH:15][C:14]=2[F:20])[CH2:11][N:10]([C:26]2[N:27]=[CH:28][C:23]([Br:22])=[CH:24][N:25]=2)[CH2:9]1)([CH3:4])([CH3:2])[CH3:3]. The catalyst class is: 16. (6) Reactant: Cl[C:2]1[C:9]([N+:10]([O-:12])=[O:11])=[CH:8][CH:7]=[C:6]([Cl:13])[C:3]=1[C:4]#[N:5].[NH3:14]. The catalyst class is: 14. Product: [NH2:14][C:2]1[C:9]([N+:10]([O-:12])=[O:11])=[CH:8][CH:7]=[C:6]([Cl:13])[C:3]=1[C:4]#[N:5]. (7) Reactant: [O:1]=[C:2]1[C:7]2[C:8]([C:11]3[CH:12]=[C:13]([C:16]([NH2:18])=[O:17])[S:14][CH:15]=3)=[N:9][NH:10][C:6]=2[CH:5]=[CH:4][NH:3]1.[H-].[Na+].CC1C=CC(S(O[CH:32]([CH2:36][CH3:37])[CH2:33][O:34][CH3:35])(=O)=O)=CC=1. Product: [CH3:35][O:34][CH2:33][CH:32]([N:10]1[C:6]2[CH:5]=[CH:4][NH:3][C:2](=[O:1])[C:7]=2[C:8]([C:11]2[CH:12]=[C:13]([C:16]([NH2:18])=[O:17])[S:14][CH:15]=2)=[N:9]1)[CH2:36][CH3:37]. The catalyst class is: 3.